Dataset: Forward reaction prediction with 1.9M reactions from USPTO patents (1976-2016). Task: Predict the product of the given reaction. (1) Given the reactants [C:1]([OH:8])(=[O:7])[CH2:2][CH2:3][C:4]([CH3:6])=[O:5].[CH2:9]([OH:13])[CH2:10][CH2:11]O, predict the reaction product. The product is: [OH:5][CH2:4][CH2:3][CH2:2][O:5][CH:4]([CH3:6])[CH2:3][CH2:2][C:1]([O:8][CH2:11][CH2:10][CH2:9][OH:13])=[O:7]. (2) The product is: [C:1]1([C:7]2[S:8][CH:9]=[C:10]([CH2:12][OH:13])[N:11]=2)[CH:2]=[CH:3][CH:4]=[CH:5][CH:6]=1. Given the reactants [C:1]1([C:7]2[S:8][CH:9]=[C:10]([C:12](OC)=[O:13])[N:11]=2)[CH:6]=[CH:5][CH:4]=[CH:3][CH:2]=1.[H-].[Al+3].[Li+].[H-].[H-].[H-].[O-]S([O-])(=O)=O.[Na+].[Na+], predict the reaction product. (3) Given the reactants [Cl:1][C:2]1[C:7]([N:8]2[CH2:13][CH2:12][CH:11]([NH:14][CH:15]3[CH2:18][O:17][CH2:16]3)[CH2:10][CH2:9]2)=[CH:6][C:5]([C:19]#[N:20])=[CH:4][C:3]=1[NH:21][C:22]1[N:27]=[C:26]([NH:28][CH2:29][CH3:30])[C:25]2=[N:31][CH:32]=[C:33]([C:34]#[N:35])[N:24]2[N:23]=1.C1[CH2:40][O:39][CH2:38]C1.CCN(C(C)C)C(C)C.C[OH:51], predict the reaction product. The product is: [CH3:38][O:39][C:40](=[O:51])[N:14]([CH:11]1[CH2:12][CH2:13][N:8]([C:7]2[CH:6]=[C:5]([C:19]#[N:20])[CH:4]=[C:3]([NH:21][C:22]3[N:27]=[C:26]([NH:28][CH2:29][CH3:30])[C:25]4=[N:31][CH:32]=[C:33]([C:34]#[N:35])[N:24]4[N:23]=3)[C:2]=2[Cl:1])[CH2:9][CH2:10]1)[CH:15]1[CH2:18][O:17][CH2:16]1. (4) Given the reactants [NH:1]1[C:5]2[CH2:6][CH2:7][CH2:8][CH2:9][C:4]=2[N:3]=[C:2]1[NH:10]C(=O)C.O.OS(O)(=O)=O, predict the reaction product. The product is: [NH:1]1[C:5]2[CH2:6][CH2:7][CH2:8][CH2:9][C:4]=2[N:3]=[C:2]1[NH2:10]. (5) Given the reactants [OH:1][C:2]1[CH:3]=[C:4]([CH:9]=[C:10]([O:12][CH:13]([CH3:15])[CH3:14])[CH:11]=1)[C:5]([O:7][CH3:8])=[O:6].C1(P(C2C=CC=CC=2)C2C=CC=CC=2)C=CC=CC=1.[C:35]1([CH2:41][C@H:42](O)[CH3:43])[CH:40]=[CH:39][CH:38]=[CH:37][CH:36]=1.CC(OC(/N=N/C(OC(C)C)=O)=O)C.C1(O)C=CC=CC=1, predict the reaction product. The product is: [CH:13]([O:12][C:10]1[CH:9]=[C:4]([CH:3]=[C:2]([O:1][C@@H:42]([CH3:43])[CH2:41][C:35]2[CH:40]=[CH:39][CH:38]=[CH:37][CH:36]=2)[CH:11]=1)[C:5]([O:7][CH3:8])=[O:6])([CH3:15])[CH3:14]. (6) Given the reactants [Li]CCCC.C1(S([N:15]2[CH:19]=[CH:18][C:17]([Cl:20])=[N:16]2)(=O)=O)C=CC=CC=1.[F:21][C:22]1[CH:27]=[CH:26][C:25]([N:28]=[C:29]=[O:30])=[CH:24][CH:23]=1.[NH4+].[Cl-].[OH-].[Na+], predict the reaction product. The product is: [Cl:20][C:17]1[NH:16][N:15]=[C:19]([C:29]([NH:28][C:25]2[CH:26]=[CH:27][C:22]([F:21])=[CH:23][CH:24]=2)=[O:30])[CH:18]=1. (7) Given the reactants [F:1][C:2]([F:17])([F:16])[S:3][C:4]1[CH:15]=[CH:14][C:7]([CH:8]=[C:9]([C:12]#[N:13])[C:10]#[N:11])=[CH:6][CH:5]=1.[CH2:18](Cl)[CH:19]=[CH2:20].C[Si]([C:26]#[N:27])(C)C, predict the reaction product. The product is: [CH2:18]([C:9]([CH:8]([C:26]#[N:27])[C:7]1[CH:6]=[CH:5][C:4]([S:3][C:2]([F:16])([F:1])[F:17])=[CH:15][CH:14]=1)([C:12]#[N:13])[C:10]#[N:11])[CH:19]=[CH2:20]. (8) Given the reactants [F:1][C:2]([F:34])([F:33])[C@:3]([C:7]1[N:8]=[N:9][N:10]([CH2:12][C:13]2[CH:22]=[C:21]3[C:16]([C:17]([C:26]4[CH:31]=[CH:30][C:29]([F:32])=[CH:28][CH:27]=4)=[CH:18][C:19]([CH:23]([OH:25])[CH3:24])=[N:20]3)=[CH:15][CH:14]=2)[CH:11]=1)([OH:6])[CH2:4][CH3:5].I[CH3:36].[H-].[Na+], predict the reaction product. The product is: [F:34][C:2]([F:1])([F:33])[C@:3]([C:7]1[N:8]=[N:9][N:10]([CH2:12][C:13]2[CH:22]=[C:21]3[C:16]([C:17]([C:26]4[CH:27]=[CH:28][C:29]([F:32])=[CH:30][CH:31]=4)=[CH:18][C:19]([CH:23]([O:25][CH3:36])[CH3:24])=[N:20]3)=[CH:15][CH:14]=2)[CH:11]=1)([OH:6])[CH2:4][CH3:5]. (9) Given the reactants Br[C:2]1[N:7]=[N:6][C:5]([NH2:8])=[N:4][C:3]=1[C:9]1[CH:14]=[CH:13][C:12]([F:15])=[CH:11][CH:10]=1.[Cl:16][C:17]1[CH:22]=[C:21](B2OC(C)(C)C(C)(C)O2)[CH:20]=[C:19]([CH3:32])[N:18]=1.C([O-])([O-])=O.[K+].[K+], predict the reaction product. The product is: [Cl:16][C:17]1[CH:22]=[C:21]([C:2]2[N:7]=[N:6][C:5]([NH2:8])=[N:4][C:3]=2[C:9]2[CH:14]=[CH:13][C:12]([F:15])=[CH:11][CH:10]=2)[CH:20]=[C:19]([CH3:32])[N:18]=1. (10) Given the reactants [OH:1][C:2]1[C:11]2[C:6](=[CH:7][CH:8]=[C:9](I)[CH:10]=2)[N:5]=[CH:4][N:3]=1.[C:13]1(P(C2C=CC=CC=2)CCCP(C2C=CC=CC=2)C2C=CC=CC=2)C=CC=CC=1.[C]=O.[C:44]([OH:56])(=[O:55])CC(CC(O)=O)(C(O)=O)O, predict the reaction product. The product is: [CH3:13][O:56][C:44]([C:9]1[CH:10]=[C:11]2[C:6](=[CH:7][CH:8]=1)[N:5]=[CH:4][N:3]=[C:2]2[OH:1])=[O:55].